This data is from Catalyst prediction with 721,799 reactions and 888 catalyst types from USPTO. The task is: Predict which catalyst facilitates the given reaction. (1) The catalyst class is: 5. Reactant: [CH3:1][S:2]([N:5]1[CH2:10][CH2:9][N:8]([C:11]2[CH:18]=[CH:17][C:14]([CH:15]=O)=[C:13]([N+:19]([O-:21])=[O:20])[CH:12]=2)[CH2:7][CH2:6]1)(=[O:4])=[O:3].[Br-].[NH:23]1[C:31]2[C:26](=[CH:27][CH:28]=[CH:29][CH:30]=2)[C:25]([CH2:32][P+](C2C=CC=CC=2)(C2C=CC=CC=2)C2C=CC=CC=2)=[N:24]1.C(=O)([O-])[O-].[K+].[K+].O. Product: [CH3:1][S:2]([N:5]1[CH2:10][CH2:9][N:8]([C:11]2[CH:18]=[CH:17][C:14](/[CH:15]=[CH:32]/[C:25]3[C:26]4[C:31](=[CH:30][CH:29]=[CH:28][CH:27]=4)[NH:23][N:24]=3)=[C:13]([N+:19]([O-:21])=[O:20])[CH:12]=2)[CH2:7][CH2:6]1)(=[O:4])=[O:3]. (2) Reactant: [OH:1][CH2:2][C@@H:3]([NH:11][C:12](=[O:18])[O:13][C:14]([CH3:17])([CH3:16])[CH3:15])[CH2:4][C@H:5]([CH2:9][OH:10])[CH2:6][CH:7]=[CH2:8].[CH3:19][C:20]1C=CC(S(O)(=O)=O)=C[CH:25]=1.COC(OC)(C)C. Product: [OH:10][CH2:9][C@H:5]([CH2:6][CH:7]=[CH2:8])[CH2:4][C@H:3]1[CH2:2][O:1][C:20]([CH3:25])([CH3:19])[N:11]1[C:12]([O:13][C:14]([CH3:17])([CH3:16])[CH3:15])=[O:18]. The catalyst class is: 21. (3) The catalyst class is: 11. Product: [CH3:28][C@@H:29]1[CH2:33][O:32][C@@H:31]([C:34]([O:36][CH2:37][CH3:38])=[O:35])[N:30]1[C:39](=[O:52])[C:40]1[CH:45]=[C:44]([CH3:46])[CH:43]=[CH:42][C:41]=1[N:47]1[N:51]=[CH:50][CH:49]=[N:48]1. Reactant: C(OCC)(=O)C=O.N[C@H](C)CO.CC1C=CC(N2N=CC=N2)=C(C=1)C(O)=O.[CH3:28][C@@H:29]1[CH2:33][O:32][CH:31]([C:34]([O:36][CH2:37][CH3:38])=[O:35])[N:30]1[C:39](=[O:52])[C:40]1[CH:45]=[C:44]([CH3:46])[CH:43]=[CH:42][C:41]=1[N:47]1[N:51]=[CH:50][CH:49]=[N:48]1. (4) Reactant: [Cl:1][C:2]1[CH:3]=[C:4]2[C:9](=[CH:10][CH:11]=1)[NH:8][CH:7]([C:12]1[CH:18]=[CH:17][CH:16]=[CH:15][C:13]=1[NH2:14])[CH2:6][C:5]2([CH3:20])[CH3:19].N1C=CC=CC=1.[N:27]1[CH:32]=[CH:31][CH:30]=[C:29]([S:33](Cl)(=[O:35])=[O:34])[CH:28]=1. Product: [Cl:1][C:2]1[CH:3]=[C:4]2[C:9](=[CH:10][CH:11]=1)[NH:8][CH:7]([C:12]1[CH:18]=[CH:17][CH:16]=[CH:15][C:13]=1[NH:14][S:33]([C:29]1[CH:28]=[N:27][CH:32]=[CH:31][CH:30]=1)(=[O:35])=[O:34])[CH2:6][C:5]2([CH3:20])[CH3:19]. The catalyst class is: 4. (5) Reactant: [CH2:1]1[O:20][C:19]2[CH:18]=[CH:17][C:5]([CH2:6][O:7][CH2:8][C:9]3[O:13][N:12]=[C:11]([C:14]([OH:16])=O)[CH:10]=3)=[CH:4][C:3]=2[O:2]1.C(N(CC)CC)C.Cl.C(N=C=NCCCN(C)C)C.ON1C2C=CC=CC=2N=N1.[O:50]1[CH2:55][CH2:54][CH:53]([CH2:56][NH2:57])[CH2:52][CH2:51]1. Product: [O:50]1[CH2:55][CH2:54][CH:53]([CH2:56][NH:57][C:14]([C:11]2[CH:10]=[C:9]([CH2:8][O:7][CH2:6][C:5]3[CH:17]=[CH:18][C:19]4[O:20][CH2:1][O:2][C:3]=4[CH:4]=3)[O:13][N:12]=2)=[O:16])[CH2:52][CH2:51]1. The catalyst class is: 408. (6) The catalyst class is: 59. Product: [CH3:9][O:8][C:5]1[CH:4]=[C:3]([C:10]2[CH:15]=[CH:14][C:13]([CH2:16][Cl:30])=[CH:12][C:11]=2[C:18]2[C@@:19]3([CH3:27])[C:24]([CH3:26])([CH3:25])[C@@H:22]([CH:23]=2)[CH2:21][CH2:20]3)[C:2]([F:1])=[CH:7][CH:6]=1. Reactant: [F:1][C:2]1[CH:7]=[CH:6][C:5]([O:8][CH3:9])=[CH:4][C:3]=1[C:10]1[CH:15]=[CH:14][C:13]([CH2:16]O)=[CH:12][C:11]=1[C:18]1[C@@:19]2([CH3:27])[C:24]([CH3:26])([CH3:25])[C@@H:22]([CH:23]=1)[CH2:21][CH2:20]2.S(Cl)([Cl:30])=O. (7) Reactant: [CH2:1]([O:3][C:4](=[O:29])[C:5]([NH:20][C:21]1[CH:26]=[CH:25][C:24]([C:27]#[N:28])=[CH:23][CH:22]=1)([C:10]1[CH:15]=[C:14]([CH3:16])[C:13]([O:17][CH3:18])=[C:12]([CH3:19])[CH:11]=1)[C:6]([F:9])([F:8])[F:7])[CH3:2].[Cl-].[OH:31][NH3+:32].C(N(CC)CC)C.C(OCC)(=O)C. Product: [CH2:1]([O:3][C:4](=[O:29])[C:5]([NH:20][C:21]1[CH:22]=[CH:23][C:24]([C:27](=[NH:28])[NH:32][OH:31])=[CH:25][CH:26]=1)([C:10]1[CH:11]=[C:12]([CH3:19])[C:13]([O:17][CH3:18])=[C:14]([CH3:16])[CH:15]=1)[C:6]([F:9])([F:8])[F:7])[CH3:2]. The catalyst class is: 24.